This data is from Full USPTO retrosynthesis dataset with 1.9M reactions from patents (1976-2016). The task is: Predict the reactants needed to synthesize the given product. (1) Given the product [CH3:1][CH:2]([CH3:14])[CH2:3][CH2:4][CH2:5][CH2:6][CH2:7][CH2:8][C:9]([OH:11])=[O:10], predict the reactants needed to synthesize it. The reactants are: [CH3:1][CH:2]([CH3:14])[CH2:3][CH2:4][CH2:5][CH2:6][CH2:7][CH2:8][C:9]([O:11]CC)=[O:10].[OH-].[Na+]. (2) Given the product [CH:20]1([CH:21]([NH:8][C:6](=[O:7])[O:5][C:1]([CH3:2])([CH3:4])[CH3:3])[CH2:22][OH:23])[CH2:24][CH2:22][CH2:21][CH2:20][CH2:24]1, predict the reactants needed to synthesize it. The reactants are: [C:1]([O:5][C:6]([N:8](C1CCCCC1)CC(O)=O)=[O:7])([CH3:4])([CH3:3])[CH3:2].B.[CH2:20]1[CH2:24][O:23][CH2:22][CH2:21]1.